From a dataset of Forward reaction prediction with 1.9M reactions from USPTO patents (1976-2016). Predict the product of the given reaction. (1) The product is: [F:1][C:2]1[CH:7]=[CH:6][C:5]([CH:8]2[CH2:13][C:12](=[O:14])[CH2:11][CH2:10][N:9]2[C:15]([N:17]2[CH2:23][C:22]3[CH:24]=[C:25]([C:28]4[CH:33]=[CH:32][C:31]([C:34]5[NH:38][CH:37]=[CH:36][N:35]=5)=[CH:30][CH:29]=4)[CH:26]=[CH:27][C:21]=3[O:20][CH2:19][CH2:18]2)=[O:16])=[CH:4][CH:3]=1. Given the reactants [F:1][C:2]1[CH:7]=[CH:6][C:5]([CH:8]2[CH2:13][C:12](=[O:14])[CH2:11][CH2:10][N:9]2[C:15]([N:17]2[CH2:23][C:22]3[CH:24]=[C:25]([C:28]4[CH:33]=[CH:32][C:31]([C:34]5[N:35](C(OCC(C)C)=O)[CH:36]=[CH:37][N:38]=5)=[CH:30][CH:29]=4)[CH:26]=[CH:27][C:21]=3[O:20][CH2:19][CH2:18]2)=[O:16])=[CH:4][CH:3]=1.C(=O)([O-])[O-].[K+].[K+], predict the reaction product. (2) Given the reactants CC(OI1(OC(C)=O)(OC(C)=O)OC(=O)C2C=CC=CC1=2)=O.[Cl:23][C:24]1[C:32]2[N:31]=[C:30]3[N:33]([C:37]4[C:38]([CH3:46])=[N:39][C:40]([O:44][CH3:45])=[N:41][C:42]=4[CH3:43])[CH2:34][CH2:35][CH2:36][N:29]3[C:28]=2[C:27]([CH2:47][OH:48])=[CH:26][CH:25]=1, predict the reaction product. The product is: [Cl:23][C:24]1[CH:25]=[CH:26][C:27]([CH:47]=[O:48])=[C:28]2[C:32]=1[N:31]=[C:30]1[N:33]([C:37]3[C:38]([CH3:46])=[N:39][C:40]([O:44][CH3:45])=[N:41][C:42]=3[CH3:43])[CH2:34][CH2:35][CH2:36][N:29]21. (3) Given the reactants CC1(C)C(C)(C)OB([C:9]2[CH:10]=[C:11]3[C:16](=[CH:17][CH:18]=2)[N:15]=[CH:14][N:13]=[C:12]3[NH2:19])O1.Br[C:22]1[CH:27]=[CH:26][N:25]=[C:24]([NH:28][CH2:29][CH2:30][N:31]2[CH2:35][CH2:34][CH2:33][CH2:32]2)[CH:23]=1.[O-]P([O-])([O-])=O.[K+].[K+].[K+], predict the reaction product. The product is: [N:31]1([CH2:30][CH2:29][NH:28][C:24]2[CH:23]=[C:22]([C:9]3[CH:10]=[C:11]4[C:16](=[CH:17][CH:18]=3)[N:15]=[CH:14][N:13]=[C:12]4[NH2:19])[CH:27]=[CH:26][N:25]=2)[CH2:35][CH2:34][CH2:33][CH2:32]1. (4) Given the reactants [CH3:1][O:2][CH2:3][O:4][CH2:5][C:6]1[N:11]2[CH:12]=[CH:13][N:14]=[C:10]2[C:9]([CH:15]=O)=[CH:8][CH:7]=1.Cl.[Cl:18][C:19]1[C:24]([Cl:25])=[CH:23][CH:22]=[CH:21][C:20]=1[O:26][C@H:27]1[CH2:30][C@H:29]([NH2:31])[CH2:28]1.CCN(C(C)C)C(C)C.C(O[BH-](OC(=O)C)OC(=O)C)(=O)C.[Na+], predict the reaction product. The product is: [Cl:18][C:19]1[C:24]([Cl:25])=[CH:23][CH:22]=[CH:21][C:20]=1[O:26][C@H:27]1[CH2:28][C@H:29]([NH:31][CH2:15][C:9]2[C:10]3[N:11]([CH:12]=[CH:13][N:14]=3)[C:6]([CH2:5][O:4][CH2:3][O:2][CH3:1])=[CH:7][CH:8]=2)[CH2:30]1. (5) Given the reactants [CH3:1][N:2]1[C:6]2[CH:7]=[C:8]([OH:11])[CH:9]=[CH:10][C:5]=2[N:4]=[CH:3]1.Br[CH2:13][C:14]([O:16][CH2:17][CH3:18])=[O:15].C([O-])([O-])=O.[K+].[K+].C(Cl)Cl, predict the reaction product. The product is: [CH3:1][N:2]1[C:6]2[CH:7]=[C:8]([O:11][CH2:13][C:14]([O:16][CH2:17][CH3:18])=[O:15])[CH:9]=[CH:10][C:5]=2[N:4]=[CH:3]1. (6) The product is: [ClH:1].[Cl:1][C:2]1[CH:3]=[CH:4][C:5]2[N:9]=[C:8]([S:10][CH2:11][C:12]3[CH:13]=[N:14][C:15]([C:18]([F:20])([F:21])[F:19])=[CH:16][CH:17]=3)[N:7]([C:22]3[CH:23]=[N:24][C:25]([O:28][CH3:29])=[CH:26][CH:27]=3)[C:6]=2[CH:30]=1. Given the reactants [Cl:1][C:2]1[CH:3]=[CH:4][C:5]2[N:9]=[C:8]([S:10][CH2:11][C:12]3[CH:13]=[N:14][C:15]([C:18]([F:21])([F:20])[F:19])=[CH:16][CH:17]=3)[N:7]([C:22]3[CH:23]=[N:24][C:25]([O:28][CH3:29])=[CH:26][CH:27]=3)[C:6]=2[CH:30]=1.C(OCC)(=O)C.Cl, predict the reaction product.